This data is from Forward reaction prediction with 1.9M reactions from USPTO patents (1976-2016). The task is: Predict the product of the given reaction. Given the reactants [Br:1][C:2]1[CH:7]=[CH:6][CH:5]=[CH:4][C:3]=1[N:8]1[C:13](=[O:14])[NH:12][CH2:11][C:10]([C:15]2[CH:20]=[CH:19][CH:18]=[CH:17][C:16]=2[O:21][CH3:22])=[N:9]1.Br[C:24]1[CH:29]=[CH:28][CH:27]=[CH:26][N:25]=1.C(=O)([O-])[O-].[K+].[K+], predict the reaction product. The product is: [Br:1][C:2]1[CH:7]=[CH:6][CH:5]=[CH:4][C:3]=1[N:8]1[C:13](=[O:14])[N:12]([C:24]2[CH:29]=[CH:28][CH:27]=[CH:26][N:25]=2)[CH2:11][C:10]([C:15]2[CH:20]=[CH:19][CH:18]=[CH:17][C:16]=2[O:21][CH3:22])=[N:9]1.